This data is from Forward reaction prediction with 1.9M reactions from USPTO patents (1976-2016). The task is: Predict the product of the given reaction. (1) Given the reactants [OH:1][C:2]1[CH:7]=[CH:6][C:5]([S:8]([N:11]([C:26]2[CH:31]=[CH:30][C:29]([O:32][CH2:33][CH2:34][N:35]3[CH2:39][CH2:38][CH2:37][CH2:36]3)=[CH:28][CH:27]=2)[CH2:12][C:13]2[CH:18]=[CH:17][C:16]([O:19]C3CCCCO3)=[CH:15][CH:14]=2)(=[O:10])=[O:9])=[CH:4][CH:3]=1.Cl.O, predict the reaction product. The product is: [OH:1][C:2]1[CH:3]=[CH:4][C:5]([S:8]([N:11]([CH2:12][C:13]2[CH:14]=[CH:15][C:16]([OH:19])=[CH:17][CH:18]=2)[C:26]2[CH:27]=[CH:28][C:29]([O:32][CH2:33][CH2:34][N:35]3[CH2:36][CH2:37][CH2:38][CH2:39]3)=[CH:30][CH:31]=2)(=[O:9])=[O:10])=[CH:6][CH:7]=1. (2) Given the reactants CI.N[C:4]1[CH:5]=[C:6]([CH:12]=C[C:14]=1[NH:15][CH:16]1[CH2:23][CH2:22][CH2:21][CH2:20][CH2:19][CH2:18][CH2:17]1)[C:7]([O:9][CH2:10][CH3:11])=[O:8].C([O-])([O-])=O.[K+].[K+].[CH3:30][N:31]([CH:33]=O)[CH3:32], predict the reaction product. The product is: [CH:16]1([NH:15][C:14]2[CH:4]=[CH:5][C:6]([C:7]([O:9][CH2:10][CH3:11])=[O:8])=[CH:12][C:33]=2[N:31]([CH3:30])[CH3:32])[CH2:23][CH2:22][CH2:21][CH2:20][CH2:19][CH2:18][CH2:17]1. (3) Given the reactants [F:1][C:2]([F:42])([F:41])[C:3]1[CH:4]=[C:5]([C@H:13]([N:15]([CH3:40])[C:16]([N:18]2[CH2:31][CH2:30][C@@:21]3([NH:25][CH:24]([C:26]([O:28]C)=O)[CH2:23][CH2:22]3)[CH2:20][C@@H:19]2[C:32]2[CH:37]=[CH:36][C:35]([F:38])=[CH:34][C:33]=2[CH3:39])=[O:17])[CH3:14])[CH:6]=[C:7]([C:9]([F:12])([F:11])[F:10])[CH:8]=1.CO.[NH3:45], predict the reaction product. The product is: [F:10][C:9]([F:12])([F:11])[C:7]1[CH:6]=[C:5]([C@H:13]([N:15]([CH3:40])[C:16]([N:18]2[CH2:31][CH2:30][C@@:21]3([NH:25][CH:24]([C:26]([NH2:45])=[O:28])[CH2:23][CH2:22]3)[CH2:20][C@@H:19]2[C:32]2[CH:37]=[CH:36][C:35]([F:38])=[CH:34][C:33]=2[CH3:39])=[O:17])[CH3:14])[CH:4]=[C:3]([C:2]([F:1])([F:41])[F:42])[CH:8]=1. (4) Given the reactants [OH:1][C:2]1[CH:7]=[CH:6][CH:5]=[CH:4][C:3]=1[C:8](=[O:10])[CH3:9].[CH:11](=O)[C:12]1[CH:17]=[CH:16][CH:15]=[CH:14][CH:13]=1.B(O)(O)O.[Si](=O)=O.N1CCCCC1, predict the reaction product. The product is: [O:1]1[C:2]2[C:3](=[CH:4][CH:5]=[CH:6][CH:7]=2)[C:8](=[O:10])[CH2:9][CH:11]1[C:12]1[CH:17]=[CH:16][CH:15]=[CH:14][CH:13]=1.